Dataset: Reaction yield outcomes from USPTO patents with 853,638 reactions. Task: Predict the reaction yield, written as a fraction of the theoretical maximum amount of product (1.0 means a 100% yield; for example, 0.34 means a 34% yield). (1) The reactants are [F-].C([N+](CCCC)(CCCC)CCCC)CCC.[Si]([O:26][CH:27]([C:40]1[CH:45]=[CH:44][C:43]([O:46][CH3:47])=[CH:42][CH:41]=1)[CH2:28][N:29]1[C:34]2[CH:35]=[CH:36][NH:37][C:33]=2[C:32](=[O:38])[NH:31][C:30]1=[S:39])(C(C)(C)C)(C)C.C(OCC)(=O)C. The catalyst is C1COCC1. The product is [OH:26][CH:27]([C:40]1[CH:41]=[CH:42][C:43]([O:46][CH3:47])=[CH:44][CH:45]=1)[CH2:28][N:29]1[C:34]2[CH:35]=[CH:36][NH:37][C:33]=2[C:32](=[O:38])[NH:31][C:30]1=[S:39]. The yield is 0.370. (2) The reactants are [N+:1]([C:4]1[CH:9]=[C:8]([C:10]([F:13])([F:12])[F:11])[CH:7]=[CH:6][C:5]=1[OH:14])([O-])=O.CO. The catalyst is C(O)C.[Pd]. The product is [NH2:1][C:4]1[CH:9]=[C:8]([C:10]([F:11])([F:12])[F:13])[CH:7]=[CH:6][C:5]=1[OH:14]. The yield is 1.00. (3) The reactants are [C:1](Cl)(=O)[O:2]C(Cl)(Cl)Cl.[NH2:9][C:10]1[CH:18]=[CH:17][CH:16]=[C:15]([CH3:19])[C:11]=1[C:12]([OH:14])=[O:13].C(OCC)C. The catalyst is O1CCOCC1. The product is [CH3:19][C:15]1[C:11]2[C:12](=[O:14])[O:13][C:1](=[O:2])[NH:9][C:10]=2[CH:18]=[CH:17][CH:16]=1. The yield is 0.560. (4) The reactants are [C:1]([O:5][C:6]([N:8]([C:33]1[CH:38]=[CH:37][C:36]([O:39][CH2:40][CH3:41])=[CH:35][C:34]=1[N+:42]([O-])=O)[C:9]1[N:14]2[N:15]=[CH:16][CH:17]=[C:13]2[N:12]=[C:11]([NH:18][CH:19]2[CH2:24][CH2:23][CH2:22][N:21]([C:25]([O:27][C:28]([CH3:31])([CH3:30])[CH3:29])=[O:26])[CH2:20]2)[C:10]=1[CH3:32])=[O:7])([CH3:4])([CH3:3])[CH3:2].[Cl-].[NH4+]. The catalyst is O1CCOCC1.O.[Zn]. The product is [NH2:42][C:34]1[CH:35]=[C:36]([O:39][CH2:40][CH3:41])[CH:37]=[CH:38][C:33]=1[N:8]([C:6]([O:5][C:1]([CH3:2])([CH3:4])[CH3:3])=[O:7])[C:9]1[N:14]2[N:15]=[CH:16][CH:17]=[C:13]2[N:12]=[C:11]([NH:18][CH:19]2[CH2:24][CH2:23][CH2:22][N:21]([C:25]([O:27][C:28]([CH3:29])([CH3:30])[CH3:31])=[O:26])[CH2:20]2)[C:10]=1[CH3:32]. The yield is 0.470. (5) The catalyst is ClCCl.CN(C)C=O. The yield is 0.240. The reactants are [Cl:1][C:2]1[CH:10]=[C:9]2[C:5]([C:6]([C:11]([OH:13])=O)=[CH:7][NH:8]2)=[CH:4][CH:3]=1.ClC(N(C)C)=C(C)C.Cl.Cl.[NH:24]1[CH2:29][CH2:28][C:27]2([C:37]3[C:32](=[CH:33][CH:34]=[CH:35][CH:36]=3)[CH2:31][NH:30]2)[CH2:26][CH2:25]1.C(N(CC)CC)C. The product is [Cl:1][C:2]1[CH:10]=[C:9]2[C:5]([C:6]([C:11]([N:24]3[CH2:29][CH2:28][C:27]4([C:37]5[C:32](=[CH:33][CH:34]=[CH:35][CH:36]=5)[CH2:31][NH:30]4)[CH2:26][CH2:25]3)=[O:13])=[CH:7][NH:8]2)=[CH:4][CH:3]=1. (6) The reactants are CCCC[N+](CCCC)(CCCC)CCCC.[F-].[Si]([O:26][CH2:27][CH2:28][O:29][C:30]1[CH:35]=[CH:34][C:33]([C:36]2[N:45]([C:46]3[CH:51]=[CH:50][C:49]([Cl:52])=[CH:48][CH:47]=3)[C:44](=[O:53])[C:43]3[C:38](=[CH:39][CH:40]=[CH:41][CH:42]=3)[N:37]=2)=[CH:32][C:31]=1[CH3:54])(C(C)(C)C)(C)C. The catalyst is C1COCC1. The product is [Cl:52][C:49]1[CH:50]=[CH:51][C:46]([N:45]2[C:44](=[O:53])[C:43]3[C:38](=[CH:39][CH:40]=[CH:41][CH:42]=3)[N:37]=[C:36]2[C:33]2[CH:34]=[CH:35][C:30]([O:29][CH2:28][CH2:27][OH:26])=[C:31]([CH3:54])[CH:32]=2)=[CH:47][CH:48]=1. The yield is 0.720. (7) The reactants are [CH2:1]1[CH2:10][O:9][C:8]2[CH:7]=[CH:6][C:5]([NH:11][C:12]3[C:17]([F:18])=[CH:16][N:15]=[C:14]([NH:19][C:20]4[CH:25]=[CH:24][CH:23]=[C:22](O)[CH:21]=4)[N:13]=3)=[CH:4][C:3]=2[O:2]1.ClC1N=C(NC2C=CC3OCCOC=3C=2)C(F)=CN=1.[CH2:46]([N:53]1[CH2:58][CH2:57][N:56](C2C=CC(N)=CC=2)[CH2:55][CH2:54]1)[C:47]1[CH:52]=[CH:51][CH:50]=[CH:49][CH:48]=1. No catalyst specified. The product is [CH2:46]([N:53]1[CH2:58][CH2:57][N:56]([C:23]2[CH:22]=[CH:21][C:20]([NH:19][C:14]3[N:13]=[C:12]([NH:11][C:5]4[CH:6]=[CH:7][C:8]5[O:9][CH2:10][CH2:1][O:2][C:3]=5[CH:4]=4)[C:17]([F:18])=[CH:16][N:15]=3)=[CH:25][CH:24]=2)[CH2:55][CH2:54]1)[C:47]1[CH:48]=[CH:49][CH:50]=[CH:51][CH:52]=1. The yield is 0.330. (8) The reactants are [NH2:1][CH2:2][C:3]1[CH:8]=[CH:7][C:6]([C:9]([NH:11][C:12]2[CH:17]=[CH:16][CH:15]=[CH:14][C:13]=2[C:18](=[O:27])[NH:19][C:20]2[CH:25]=[CH:24][C:23]([Cl:26])=[CH:22][N:21]=2)=[O:10])=[CH:5][CH:4]=1.[CH3:28][N:29]1[CH2:33][CH2:32][N:31]=[C:30]1SC.CCN(CC)CC. The catalyst is N1C=CC=CC=1. The product is [Cl:26][C:23]1[CH:24]=[CH:25][C:20]([NH:19][C:18]([C:13]2[CH:14]=[CH:15][CH:16]=[CH:17][C:12]=2[NH:11][C:9]([C:6]2[CH:5]=[CH:4][C:3]([CH2:2][NH:1][C:30]3[N:29]([CH3:28])[CH2:33][CH2:32][N:31]=3)=[CH:8][CH:7]=2)=[O:10])=[O:27])=[N:21][CH:22]=1. The yield is 0.650. (9) The reactants are [Cl:1][CH2:2][C:3]1[N:13]=[C:6]2[C:7]([CH3:12])=[N:8][CH:9]=[C:10]([CH3:11])[N:5]2[N:4]=1.[C:14]1([P:20]([C:27]2[CH:32]=[CH:31][CH:30]=[CH:29][CH:28]=2)[C:21]2[CH:26]=[CH:25][CH:24]=[CH:23][CH:22]=2)[CH:19]=[CH:18][CH:17]=[CH:16][CH:15]=1. The catalyst is ClCCCl. The product is [Cl-:1].[CH3:11][C:10]1[N:5]2[N:4]=[C:3]([CH2:2][P+:20]([C:21]3[CH:22]=[CH:23][CH:24]=[CH:25][CH:26]=3)([C:27]3[CH:32]=[CH:31][CH:30]=[CH:29][CH:28]=3)[C:14]3[CH:15]=[CH:16][CH:17]=[CH:18][CH:19]=3)[N:13]=[C:6]2[C:7]([CH3:12])=[N:8][CH:9]=1. The yield is 1.00. (10) The reactants are [CH3:1][N:2]1[C:7]2[CH:8]=[C:9]3[C:14]4([C:22]5[C:17](=[CH:18][CH:19]=[CH:20][CH:21]=5)[N:16]([CH2:23][C:24]5[O:25][C:26]([C:29]([F:32])([F:31])[F:30])=[CH:27][CH:28]=5)[C:15]4=[O:33])[CH2:13][O:12][C:10]3=[CH:11][C:6]=2[O:5][CH2:4][CH2:3]1.[ClH:34].O1CCOCC1. The catalyst is CO. The product is [ClH:34].[CH3:1][N:2]1[C:7]2[CH:8]=[C:9]3[C:14]4([C:22]5[C:17](=[CH:18][CH:19]=[CH:20][CH:21]=5)[N:16]([CH2:23][C:24]5[O:25][C:26]([C:29]([F:32])([F:31])[F:30])=[CH:27][CH:28]=5)[C:15]4=[O:33])[CH2:13][O:12][C:10]3=[CH:11][C:6]=2[O:5][CH2:4][CH2:3]1. The yield is 0.940.